Dataset: Full USPTO retrosynthesis dataset with 1.9M reactions from patents (1976-2016). Task: Predict the reactants needed to synthesize the given product. (1) Given the product [Br:1][C:2]1[C:7]([CH3:8])=[CH:6][C:5]([O:9][CH2:21][CH2:20][CH2:19][O:18][Si:11]([C:14]([CH3:15])([CH3:17])[CH3:16])([CH3:12])[CH3:13])=[CH:4][C:3]=1[CH3:10], predict the reactants needed to synthesize it. The reactants are: [Br:1][C:2]1[C:7]([CH3:8])=[CH:6][C:5]([OH:9])=[CH:4][C:3]=1[CH3:10].[Si:11]([O:18][CH2:19][CH2:20][CH2:21]Br)([C:14]([CH3:17])([CH3:16])[CH3:15])([CH3:13])[CH3:12]. (2) Given the product [N:8]1([CH:11]2[CH2:14][N:13]([C:15]([C:17]3[CH:18]=[C:19]4[C:24](=[CH:25][CH:26]=3)[NH:23][CH2:22][CH2:21][CH2:20]4)=[O:16])[CH2:12]2)[CH2:9][CH2:10][NH:5][CH2:6][CH2:7]1, predict the reactants needed to synthesize it. The reactants are: FC(F)(F)C([N:5]1[CH2:10][CH2:9][N:8]([CH:11]2[CH2:14][N:13]([C:15]([C:17]3[CH:18]=[C:19]4[C:24](=[CH:25][CH:26]=3)[NH:23][CH2:22][CH2:21][CH2:20]4)=[O:16])[CH2:12]2)[CH2:7][CH2:6]1)=O.C([O-])([O-])=O.[K+].[K+].